From a dataset of Experimentally validated miRNA-target interactions with 360,000+ pairs, plus equal number of negative samples. Binary Classification. Given a miRNA mature sequence and a target amino acid sequence, predict their likelihood of interaction. (1) The protein sequence of the target gene is MAELTNYKDAASNRHLRFKLQSLSRRLDELEEATKNLQRAEDELLDLQDKVIQAEGSDSSTLAEIEVLRQRVLKIEGKDEEIKRAEDLCHTMKEKLEEEENLTRELKSEIERLQKRMVDLEKLEEALSRSKNECSQLCLSLNEERNLTKKISSELEMLRVKVKELESSEDRLDKTEQSLVSELEKLKSLTLSFVNERKYLNEKEKENEKIIKELTQKLEQNKKMNRDHMRNASTFLERNDLRIEDGISSTLSSKESKRKGSLDYLKQVENETRDKSENEKNRNQEDNKVKDLNQEIEKLK.... Result: 0 (no interaction). The miRNA is mmu-miR-1949 with sequence CUAUACCAGGAUGUCAGCAUAGUU. (2) The miRNA is mmu-miR-3082-5p with sequence GACAGAGUGUGUGUGUCUGUGU. The protein sequence of the target gene is MTCPDKPGQLVNWFVCSLCAPRVCKLWSSRRPRTRRNLLLGTACAIYLGFLVSQVGRGSFQHGQATDRGPPNGHDIFKVPFSEIPLDGTLAPPELQGNGSTLQPNVVYITLRSKRSKPANIRGTVKPKRRKKYAVASAAPDQEVLVRPSLIQQEAARAADAEVPGYVQGYLTKVGERPWRVLRGPGVRTRGSNLQQPRARESNIRIYSESAPSWLSKEDIRRMRLLADSEVASILPISKSGTRLLVLEGSTSGSVPGCGPSPCGLLKQPLDMSEVFAFHLDRILGLNRTLPSVSRKLEFI.... Result: 1 (interaction). (3) The miRNA is hsa-miR-186-5p with sequence CAAAGAAUUCUCCUUUUGGGCU. The protein sequence of the target gene is MFKKLKQKISEEQQQLQQALAPAQASSNSSTPTRMRSRTSSFTEQLDEGTPNRESGDTQSFAQKLQLRVPSVESLFRSPIKESLFRSSSKESLVRTSSRESLNRLDLDSSTASFDPPSDMDSEAEDLVGNSDSLNKEQLIQRLRRMERSLSSYRGKYSELVTAYQMLQREKKKLQGILSQSQDKSLRRIAELREELQMDQQAKKHLQEEFDASLEEKDQYISVLQTQVSLLKQRLRNGPMNVDVLKPLPQLEPQAEVFTKEENPESDGEPVVEDGTSVKTLETLQQRVKRQENLLKRCKE.... Result: 1 (interaction). (4) Result: 0 (no interaction). The miRNA is mmu-miR-676-3p with sequence CCGUCCUGAGGUUGUUGAGCU. The protein sequence of the target gene is MPARAPRRLVQGPRGTWLLGSLWVWVLCGLGMAGSLGTPQPCQAPQQWEGRQVLYQQSSGHNNRALVSYDGLNQRVRVLDERKALIPCKRLFEYILLYKEGVMFQIEQATKQCAKIPLVESWDPLDIPQNSTFEDQYSIGGPQEQILVQEWSDRRTARSYETWIGVYTAKDCYPVQETFIRNYTVVMSTRFFDVQLGIKDPSVFTPPSTCQAAQPEKMSDGCSL. (5) The miRNA is hsa-miR-548ao-5p with sequence AGAAGUAACUACGGUUUUUGCA. The protein sequence of the target gene is MFQGADSQAGKSGSRSMKPPGGESSDLFGSPEEGISSSKPNRMASNIFGPTEEPKNIPKRTNPPGGKGSGIFDESTPVQTRQRLNPPGGKTSDIFGSPVTATAPLAHPNKPKDHVLLCEGEDSKSDLKAATDSTPRGEQSDKGSSKEVEHAKIPEPTPTVDSHEPRLGPRPRSHNKVLNPPGGKSSLSFY. Result: 0 (no interaction). (6) The miRNA is hsa-miR-5195-5p with sequence AACCCCUAAGGCAACUGGAUGG. The protein sequence of the target gene is MAVRSRRPWVSVALGLVLGFTAASWLIAPRVAELSEKRRRGSSLCSYYGRSATGPRADAQQLLPQPQSRPRLEQSPPPASHELPGPQQPEAAPGGPSFRSSPWQQPALLPQRRRGHTPEGATALPGAPAAKGEPEEEDGGAADPRKGGRPGSSHNGSGDGGAAVPTSGPGDFLYVGVMTAQKYLGSRALAAQRTWARFIPGRVEFFSSQQSPSAALGQPPPPLPVIALPGVDDSYPPQKKSFMMIKYMHDHYLDKYEWFMRADDDVYIKGDKLEEFLRSLNSSKPLYLGQTGLGNTEELG.... Result: 0 (no interaction). (7) The miRNA is hsa-miR-3908 with sequence GAGCAAUGUAGGUAGACUGUUU. The protein sequence of the target gene is MGSLQLTLVLFVLLSYVPPVRSGVNMYIKRIYDTCWKLKGICRNTCQKEEIYHIFCGIQSLCCLEKKEMPVLFVK. Result: 0 (no interaction). (8) The miRNA is hsa-miR-3126-5p with sequence UGAGGGACAGAUGCCAGAAGCA. The protein sequence of the target gene is MERLGEKASRLLEKLRLSDSGSAKFGRRKGEASRSGSDGTPGAGKGRLSGLGGPRKSGHRGANGGPGDEPLEPAREQGPLDAERNARGSFEAQRFEGSFPGGPPPTRALPLPLSSPPDFRLETTAPALSPRSSFASSSASDASKPSSPRGSLLLDGAGASGAGGSRPCSNRTSGISMGYDQRHGSPLPAGPCLFGLPLTTAPAGYPGGAPSAYPELHAALDRLCAHRSVGFGCQESRHSYPPALGSPGALTGAVVGTAGPLERRGAQPGRHSVTGYGDCAAGARYQDELTALLRLTVATG.... Result: 0 (no interaction). (9) The miRNA is hsa-miR-4635 with sequence UCUUGAAGUCAGAACCCGCAA. The protein sequence of the target gene is MAEAAAAAGGTGLGAGASYGSAADRDRDPDPDRAGRRLRVLSGHLLGRPREALSTNECKARRAASAATAAPTATPAAQESGTIPKKRQEVMKWNGWGYNDSKFIFNKKGQIELTGKRYPLSGMGLPTFKEWIQNTLGVNVEHKTTSKASLNPSDTPPSVVNEDFLHDLKETNISYSQEADDRVFRAHGHCLHEIFLLREGMFERIPDIVLWPTCHDDVVKIVNLACKYNLCIIPIGGGTSVSYGLMCPADETRTIISLDTSQMNRILWVDENNLTAHVEAGITGQELERQLKESGYCTGH.... Result: 1 (interaction). (10) The miRNA is hsa-miR-1914-5p with sequence CCCUGUGCCCGGCCCACUUCUG. The protein sequence of the target gene is MKTPADTGFAFPDWAYKPESSPGSRQIQLWHFILELLRKEEYQGVIAWQGDYGEFVIKDPDEVARLWGVRKCKPQMNYDKLSRALRYYYNKRILHKTKGKRFTYKFNFNKLVLVNYPFIDVGLAGGAVPQSAPPVPSGGSHFRFPPSTPSEVLSPTEDPRSPPACSSSSSSLFSAVVARRLGRGSVSDCSDGTSELEEPLGEDPRARPPGPPDLGAFRGPPLARLPHDPGVFRVYPRPRGGPEPLSPFPVSPLAGPGSLLPPQLSPALPMTPTHLAYTPSPTLSPMYPSGGGGPSGSGGG.... Result: 1 (interaction).